From a dataset of Reaction yield outcomes from USPTO patents with 853,638 reactions. Predict the reaction yield, written as a fraction of the theoretical maximum amount of product (1.0 means a 100% yield; for example, 0.34 means a 34% yield). (1) The reactants are [CH2:1]([O:3][C:4](=[O:20])[CH2:5][N:6]=[C:7]([C:14]1[CH:19]=[CH:18][CH:17]=[CH:16][CH:15]=1)[C:8]1[CH:13]=[CH:12][CH:11]=[CH:10][CH:9]=1)[CH3:2].Br[CH2:22][CH2:23][CH2:24][CH2:25][B:26]1[O:30][C:29]([CH3:32])([CH3:31])[C:28]([CH3:34])([CH3:33])[O:27]1.C1COCC1.C[Si]([N-][Si](C)(C)C)(C)C.[Li+]. The catalyst is C(OCC)(=O)C. The product is [C:8]1([C:7](=[N:6][CH:5]([CH2:22][CH2:23][CH2:24][CH2:25][B:26]2[O:30][C:29]([CH3:32])([CH3:31])[C:28]([CH3:33])([CH3:34])[O:27]2)[C:4]([O:3][CH2:1][CH3:2])=[O:20])[C:14]2[CH:19]=[CH:18][CH:17]=[CH:16][CH:15]=2)[CH:9]=[CH:10][CH:11]=[CH:12][CH:13]=1. The yield is 0.640. (2) The reactants are [C:1]([O:5][C:6](=[O:18])[NH:7][CH2:8][C:9]1([C:15](=O)[NH2:16])[CH2:11][CH:10]1[CH:12]([CH3:14])[CH3:13])([CH3:4])([CH3:3])[CH3:2].N1C(Cl)=NC(Cl)=NC=1Cl.[OH-].[Na+]. The catalyst is CN(C=O)C. The product is [C:1]([O:5][C:6](=[O:18])[NH:7][CH2:8][C:9]1([C:15]#[N:16])[CH2:11][CH:10]1[CH:12]([CH3:13])[CH3:14])([CH3:2])([CH3:4])[CH3:3]. The yield is 0.740. (3) The reactants are [CH3:1][C:2]1[CH:3]=[C:4]([CH:7]=[C:8]([CH3:11])[C:9]=1[OH:10])[CH:5]=O.[C:12]([NH:15][NH2:16])([NH2:14])=[NH:13].[ClH:17]. No catalyst specified. The product is [ClH:17].[CH3:1][C:2]1[CH:3]=[C:4]([CH:7]=[C:8]([CH3:11])[C:9]=1[OH:10])[CH:5]=[N:16][NH:15][C:12]([NH2:14])=[NH:13]. The yield is 0.950. (4) The reactants are [NH2:1][C:2]1[CH:3]=[C:4]2[C:8](=[CH:9][C:10]=1[OH:11])[NH:7][C:6]([C:12]([O:14][CH3:15])=[O:13])=[CH:5]2.[O:16]1CC[CH2:18][CH2:17]1.C(=O)([O-])O.[Na+].ClCC(Cl)=O.C(=O)([O-])[O-].[K+].[K+]. No catalyst specified. The product is [O:16]=[C:17]1[CH2:18][O:11][C:10]2[CH:9]=[C:8]3[NH:7][C:6]([C:12]([O:14][CH3:15])=[O:13])=[CH:5][C:4]3=[CH:3][C:2]=2[NH:1]1. The yield is 0.710. (5) The reactants are [CH3:1][O:2][C:3]1[N:8]=[CH:7][C:6]([C:9]2[CH:14]=[CH:13][CH:12]=[CH:11][C:10]=2[N:15]2[CH2:20][CH2:19][NH:18][CH2:17][CH2:16]2)=[CH:5][N:4]=1.[N:21]1([CH2:30][C:31](O)=[O:32])[C:25]2=[N:26][CH:27]=[CH:28][CH:29]=[C:24]2[CH:23]=[CH:22]1.CN(C(ON1N=NC2C=CC=CC1=2)=[N+](C)C)C.[B-](F)(F)(F)F.CCN(C(C)C)C(C)C. The catalyst is ClCCl. The product is [CH3:1][O:2][C:3]1[N:4]=[CH:5][C:6]([C:9]2[CH:14]=[CH:13][CH:12]=[CH:11][C:10]=2[N:15]2[CH2:20][CH2:19][N:18]([C:31](=[O:32])[CH2:30][N:21]3[C:25]4=[N:26][CH:27]=[CH:28][CH:29]=[C:24]4[CH:23]=[CH:22]3)[CH2:17][CH2:16]2)=[CH:7][N:8]=1. The yield is 0.710. (6) The reactants are BrBr.[O:3]([C:10]1[CH:15]=[CH:14][C:13]([NH:16][C:17]([N:19]2[C:23]([NH2:24])=[N:22][C:21]([NH:25][C:26]3[CH:31]=[CH:30][C:29]([S:32](=[O:35])(=[O:34])[NH2:33])=[CH:28][CH:27]=3)=[N:20]2)=[S:18])=[CH:12][CH:11]=1)[C:4]1[CH:9]=[CH:8][CH:7]=[CH:6][CH:5]=1. The catalyst is ClCCl.C(O)(=O)C. The product is [NH2:24][C:23]1[N:19]([C:17]2[S:18][C:12]3[CH:11]=[C:10]([O:3][C:4]4[CH:5]=[CH:6][CH:7]=[CH:8][CH:9]=4)[CH:15]=[CH:14][C:13]=3[N:16]=2)[N:20]=[C:21]([NH:25][C:26]2[CH:31]=[CH:30][C:29]([S:32]([NH2:33])(=[O:34])=[O:35])=[CH:28][CH:27]=2)[N:22]=1. The yield is 0.0700.